From a dataset of Full USPTO retrosynthesis dataset with 1.9M reactions from patents (1976-2016). Predict the reactants needed to synthesize the given product. (1) Given the product [O:16]=[C:7]1[C:6]2[C:5]([C:17]([O:19][CH3:20])=[O:18])=[CH:4][CH:3]=[CH:2][C:15]=2[NH:14][C:13]2[CH2:12][CH2:11][CH2:10][CH2:9][C:8]1=2, predict the reactants needed to synthesize it. The reactants are: Br[C:2]1[C:15]2[NH:14][C:13]3[CH2:12][CH2:11][CH2:10][CH2:9][C:8]=3[C:7](=[O:16])[C:6]=2[C:5]([C:17]([O:19][CH3:20])=[O:18])=[CH:4][CH:3]=1. (2) Given the product [CH3:1][O:2][C:3]([C:5]1[CH:10]=[N:9][C:8]([Cl:15])=[C:7]([Br:12])[N:6]=1)=[O:4], predict the reactants needed to synthesize it. The reactants are: [CH3:1][O:2][C:3]([C:5]1[CH:10]=[N:9][C:8](O)=[C:7]([Br:12])[N:6]=1)=[O:4].O=P(Cl)(Cl)[Cl:15]. (3) Given the product [Br:33][CH2:1][C:2]1[CH:3]=[C:4]([C:13]([C:15]2[CH:20]=[CH:19][CH:18]=[CH:17][N:16]=2)=[O:14])[S:5][C:6]=1[C:7]1[CH:8]=[CH:9][CH:10]=[CH:11][CH:12]=1, predict the reactants needed to synthesize it. The reactants are: [CH3:1][C:2]1[CH:3]=[C:4]([C:13]([C:15]2[CH:20]=[CH:19][CH:18]=[CH:17][N:16]=2)=[O:14])[S:5][C:6]=1[C:7]1[CH:12]=[CH:11][CH:10]=[CH:9][CH:8]=1.CC(N=NC(C#N)(C)C)(C#N)C.[Br:33]N1C(=O)CCC1=O.O. (4) The reactants are: C(N(CC)CC)C.F[C:9]1[CH:10]=[CH:11][C:12]([N+:15]([O-:17])=[O:16])=[N:13][CH:14]=1.[C@@H:18]12[NH:25][C@@H:22]([CH2:23][CH2:24]1)[CH2:21][N:20]([C:26]([O:28][C:29]([CH3:32])([CH3:31])[CH3:30])=[O:27])[CH2:19]2. Given the product [N+:15]([C:12]1[N:13]=[CH:14][C:9]([N:25]2[CH:18]3[CH2:24][CH2:23][CH:22]2[CH2:21][N:20]([C:26]([O:28][C:29]([CH3:32])([CH3:31])[CH3:30])=[O:27])[CH2:19]3)=[CH:10][CH:11]=1)([O-:17])=[O:16], predict the reactants needed to synthesize it. (5) Given the product [F:1][C:2]1[CH:3]=[C:4]([CH:23]=[CH:24][CH:25]=1)[CH2:5][O:6][C:7]1[CH:8]=[CH:9][C:10]([C:13]2([CH2:17][C:18]([OH:20])=[O:19])[CH2:16][O:15][CH2:14]2)=[CH:11][CH:12]=1, predict the reactants needed to synthesize it. The reactants are: [F:1][C:2]1[CH:3]=[C:4]([CH:23]=[CH:24][CH:25]=1)[CH2:5][O:6][C:7]1[CH:12]=[CH:11][C:10]([C:13]2([CH2:17][C:18]([O:20]CC)=[O:19])[CH2:16][O:15][CH2:14]2)=[CH:9][CH:8]=1. (6) Given the product [Cl:1][C:2]1[CH:8]=[CH:7][C:6]([Cl:9])=[CH:5][C:3]=1[NH:4][CH2:11][C:10]([OH:14])=[O:13], predict the reactants needed to synthesize it. The reactants are: [Cl:1][C:2]1[CH:8]=[CH:7][C:6]([Cl:9])=[CH:5][C:3]=1[NH2:4].[C:10]([OH:14])(=[O:13])[CH:11]=O.C([BH3-])#N.[Na+]. (7) The reactants are: [F:1][C:2]1[CH:3]=[C:4]([C:10]2[C:15]([C:16]3[CH:21]=[CH:20][C:19]([O:22][CH3:23])=[C:18]([F:24])[CH:17]=3)=[N:14][NH:13][C:12](=[O:25])[CH:11]=2)[CH:5]=[CH:6][C:7]=1[O:8][CH3:9].Cl[CH2:27][CH:28]1[CH2:30][CH2:29]1. Given the product [F:1][C:2]1[CH:3]=[C:4]([C:10]2[C:15]([C:16]3[CH:21]=[CH:20][C:19]([O:22][CH3:23])=[C:18]([F:24])[CH:17]=3)=[N:14][N:13]([CH2:27][CH:28]3[CH2:30][CH2:29]3)[C:12](=[O:25])[CH:11]=2)[CH:5]=[CH:6][C:7]=1[O:8][CH3:9], predict the reactants needed to synthesize it. (8) Given the product [Cl:1][C:2]1[CH:7]=[CH:6][C:5]([O:8][C:9]2[CH:10]=[CH:11][C:12]([CH2:15][CH2:16][OH:34])=[CH:13][CH:14]=2)=[CH:4][C:3]=1[C:17]([F:18])([F:19])[F:20], predict the reactants needed to synthesize it. The reactants are: [Cl:1][C:2]1[CH:7]=[CH:6][C:5]([O:8][C:9]2[CH:14]=[CH:13][C:12]([CH:15]=[CH2:16])=[CH:11][CH:10]=2)=[CH:4][C:3]=1[C:17]([F:20])([F:19])[F:18].B1C2CCCC1CCC2.[OH-].[Na+].OO.[O-:34]S([O-])=O.[Na+].[Na+].